This data is from Forward reaction prediction with 1.9M reactions from USPTO patents (1976-2016). The task is: Predict the product of the given reaction. (1) Given the reactants [CH:1]([O:4][C:5]([N:7]1[CH2:12][CH2:11][CH:10]([O:13][C:14]2[C:23]3[C:18](=[C:19]([C:24]4[CH:29]=[CH:28][C:27](SC)=[CH:26][CH:25]=4)[CH:20]=[CH:21][CH:22]=3)[N:17]=[CH:16][CH:15]=2)[CH2:9][CH2:8]1)=[O:6])([CH3:3])[CH3:2].[CH:32]1C=C(Cl)C=C(C(OO)=O)C=1.[S:43](=[O:47])(=O)(O)[O-:44].[Na+], predict the reaction product. The product is: [CH:1]([O:4][C:5]([N:7]1[CH2:8][CH2:9][CH:10]([O:13][C:14]2[C:23]3[C:18](=[C:19]([C:24]4[CH:29]=[CH:28][C:27]([S:43]([CH3:32])(=[O:47])=[O:44])=[CH:26][CH:25]=4)[CH:20]=[CH:21][CH:22]=3)[N:17]=[CH:16][CH:15]=2)[CH2:11][CH2:12]1)=[O:6])([CH3:3])[CH3:2]. (2) The product is: [ClH:38].[F:21][C:17]1[CH:16]=[C:15]([C:13]2[N:12]([S:22]([C:25]3[CH:26]=[N:27][CH:28]=[CH:29][CH:30]=3)(=[O:23])=[O:24])[CH:11]=[C:10]([CH2:9][NH:7][CH3:6])[CH:14]=2)[CH:20]=[CH:19][CH:18]=1. Given the reactants C(O[C:6](=O)[N:7]([CH2:9][C:10]1[CH:14]=[C:13]([C:15]2[CH:20]=[CH:19][CH:18]=[C:17]([F:21])[CH:16]=2)[N:12]([S:22]([C:25]2[CH:26]=[N:27][CH:28]=[CH:29][CH:30]=2)(=[O:24])=[O:23])[CH:11]=1)C)(C)(C)C.C(OCC)(=O)C.[ClH:38].C(=O)([O-])O.[Na+], predict the reaction product. (3) Given the reactants [Br:1][C:2]1[CH:3]=[C:4]([CH:8](O)[CH3:9])[CH:5]=[N:6][CH:7]=1.[Cl:11]CCl.S(Cl)([Cl:16])=O, predict the reaction product. The product is: [ClH:11].[Br:1][C:2]1[CH:7]=[N:6][CH:5]=[C:4]([CH:8]([Cl:16])[CH3:9])[CH:3]=1. (4) Given the reactants C(P(C12CC3CC(CC(C3)C1)C2)C12CC3CC(CC(C3)C1)C2)CCC.Br[C:27]1[CH:28]=[C:29]([NH:34][C:35]2[N:40]=[C:39]([C:41]([F:44])([F:43])[F:42])[CH:38]=[CH:37][N:36]=2)[CH:30]=[C:31]([Cl:33])[CH:32]=1.[F-].[Cs+].C(O)(=O)C(C)(C)C.[OH:54][C:55]1([C:66]2[S:67][CH:68]=[CH:69][N:70]=2)[CH2:60][CH2:59][CH:58]([C:61]([OH:63])=[O:62])[C:57]([CH3:65])([CH3:64])[CH2:56]1, predict the reaction product. The product is: [Cl:33][C:31]1[CH:32]=[C:27]([C:68]2[S:67][C:66]([C:55]3([OH:54])[CH2:60][CH2:59][CH:58]([C:61]([OH:63])=[O:62])[C:57]([CH3:64])([CH3:65])[CH2:56]3)=[N:70][CH:69]=2)[CH:28]=[C:29]([NH:34][C:35]2[N:40]=[C:39]([C:41]([F:44])([F:43])[F:42])[CH:38]=[CH:37][N:36]=2)[CH:30]=1. (5) Given the reactants [CH:1]([NH:4][C:5]1[C:6]2[N:7]([C:22]([O:25]C)=[N:23][N:24]=2)[C:8]2[C:13]([N:14]=1)=[CH:12][C:11]([CH2:15][N:16]1[CH2:21][CH2:20][O:19][CH2:18][CH2:17]1)=[CH:10][CH:9]=2)([CH3:3])[CH3:2], predict the reaction product. The product is: [CH:1]([NH:4][C:5]1[C:6]2[N:7]([C:22](=[O:25])[NH:23][N:24]=2)[C:8]2[C:13]([N:14]=1)=[CH:12][C:11]([CH2:15][N:16]1[CH2:17][CH2:18][O:19][CH2:20][CH2:21]1)=[CH:10][CH:9]=2)([CH3:3])[CH3:2].